This data is from Full USPTO retrosynthesis dataset with 1.9M reactions from patents (1976-2016). The task is: Predict the reactants needed to synthesize the given product. (1) Given the product [CH3:9][C:10]([CH3:2])([CH2:16][C:17]1[CH:18]=[CH:19][C:20]([C:23]([F:25])([F:24])[F:26])=[CH:21][CH:22]=1)[C:11]([O:13][CH2:14][CH3:15])=[O:12], predict the reactants needed to synthesize it. The reactants are: [Li+].[CH3:2]C([N-]C(C)C)C.[CH3:9][CH:10]([CH2:16][C:17]1[CH:22]=[CH:21][C:20]([C:23]([F:26])([F:25])[F:24])=[CH:19][CH:18]=1)[C:11]([O:13][CH2:14][CH3:15])=[O:12].CI. (2) Given the product [F:11][C:7]1[CH:6]=[C:5]([C:3](=[O:4])[CH2:2][S:12][C:13]#[N:14])[CH:10]=[CH:9][CH:8]=1, predict the reactants needed to synthesize it. The reactants are: Br[CH2:2][C:3]([C:5]1[CH:10]=[CH:9][CH:8]=[C:7]([F:11])[CH:6]=1)=[O:4].[S-:12][C:13]#[N:14].[K+].O.